The task is: Predict the reactants needed to synthesize the given product.. This data is from Full USPTO retrosynthesis dataset with 1.9M reactions from patents (1976-2016). (1) Given the product [CH2:27]([NH:34][C:12]1[CH:13]=[C:14]2[C:9](=[CH:10][CH:11]=1)[N:8]=[C:7]([NH:16][CH2:17][C:18]1[CH:23]=[CH:22][C:21]([F:24])=[CH:20][C:19]=1[O:25][CH3:26])[CH:6]=[C:5]2[NH2:4])[C:28]1[CH:33]=[CH:32][CH:31]=[CH:30][CH:29]=1, predict the reactants needed to synthesize it. The reactants are: C([NH:4][C:5]1[C:14]2[C:9](=[CH:10][CH:11]=[C:12](Cl)[CH:13]=2)[N:8]=[C:7]([NH:16][CH2:17][C:18]2[CH:23]=[CH:22][C:21]([F:24])=[CH:20][C:19]=2[O:25][CH3:26])[CH:6]=1)C=C.[CH2:27]([NH2:34])[C:28]1[CH:33]=[CH:32][CH:31]=[CH:30][CH:29]=1. (2) Given the product [O:32]=[C:26]1[CH:25]([N:18]2[C:17](=[O:33])[C:16]3[C:20](=[CH:21][CH:22]=[CH:23][C:15]=3[CH2:14][NH:13][C:39]([NH:38][CH2:34][CH2:35][CH2:36][CH3:37])=[O:40])[C:19]2=[O:24])[CH2:30][CH2:29][C:28](=[O:31])[NH:27]1, predict the reactants needed to synthesize it. The reactants are: N12CCCN=C1CCCCC2.Cl.[NH2:13][CH2:14][C:15]1[CH:23]=[CH:22][CH:21]=[C:20]2[C:16]=1[C:17](=[O:33])[N:18]([CH:25]1[CH2:30][CH2:29][C:28](=[O:31])[NH:27][C:26]1=[O:32])[C:19]2=[O:24].[CH2:34]([N:38]=[C:39]=[O:40])[CH2:35][CH2:36][CH3:37]. (3) Given the product [CH3:14][C:12]1[O:11][N:10]=[C:9]([C:6]2[CH:7]=[CH:8][C:3]([CH2:2][N:22]3[C:18](=[O:28])[C:19]4[C:20](=[CH:24][CH:25]=[CH:26][CH:27]=4)[C:21]3=[O:23])=[C:4]([N+:15]([O-:17])=[O:16])[CH:5]=2)[N:13]=1, predict the reactants needed to synthesize it. The reactants are: Br[CH2:2][C:3]1[CH:8]=[CH:7][C:6]([C:9]2[N:13]=[C:12]([CH3:14])[O:11][N:10]=2)=[CH:5][C:4]=1[N+:15]([O-:17])=[O:16].[C:18]1(=[O:28])[NH:22][C:21](=[O:23])[C:20]2=[CH:24][CH:25]=[CH:26][CH:27]=[C:19]12.[K].O. (4) Given the product [NH2:22][C:5]1[CH:4]=[C:3]([C:25]([F:28])([F:26])[F:27])[C:2]([Br:1])=[CH:7][C:6]=1[NH:8][CH:9]1[CH2:10][CH2:11][N:12]([C:15]([O:17][C:18]([CH3:21])([CH3:20])[CH3:19])=[O:16])[CH2:13][CH2:14]1, predict the reactants needed to synthesize it. The reactants are: [Br:1][C:2]1[C:3]([C:25]([F:28])([F:27])[F:26])=[CH:4][C:5]([N+:22]([O-])=O)=[C:6]([NH:8][CH:9]2[CH2:14][CH2:13][N:12]([C:15]([O:17][C:18]([CH3:21])([CH3:20])[CH3:19])=[O:16])[CH2:11][CH2:10]2)[CH:7]=1.O.NN. (5) Given the product [Cl:1][C:2]1[CH:7]=[CH:6][C:5]([NH2:8])=[CH:4][C:3]=1[OH:11], predict the reactants needed to synthesize it. The reactants are: [Cl:1][C:2]1[CH:7]=[CH:6][C:5]([N+:8]([O-])=O)=[CH:4][C:3]=1[OH:11]. (6) Given the product [CH3:10][NH:6][C:57]([C:54]1([C:51]2[CH:50]=[CH:49][C:48]([Br:47])=[CH:53][N:52]=2)[CH2:56][CH2:55]1)=[O:59], predict the reactants needed to synthesize it. The reactants are: F[B-](F)(F)F.[N:6]1(OC(N(C)C)=[N+](C)C)[C:10]2C=CC=CC=2N=N1.F[P-](F)(F)(F)(F)F.N1(OC(N(C)C)=[N+](C)C)C2N=CC=CC=2N=N1.[Br:47][C:48]1[CH:49]=[CH:50][C:51]([C:54]2([C:57]([OH:59])=O)[CH2:56][CH2:55]2)=[N:52][CH:53]=1.C(N(C(C)C)C(C)C)C.CN. (7) Given the product [C:1]1([C@H:7]([N:9]2[C:10]3[CH:11]=[C:12]([C:19]4[CH:28]=[CH:27][CH:26]=[C:25]5[C:20]=4[CH:21]=[CH:22][CH:23]=[N:24]5)[N:13]=[CH:14][C:15]=3[NH:16][C:61]2=[O:62])[CH3:8])[CH:6]=[CH:5][CH:4]=[CH:3][CH:2]=1, predict the reactants needed to synthesize it. The reactants are: [C:1]1([C@H:7]([NH:9][C:10]2[C:15]([N+:16]([O-])=O)=[CH:14][N:13]=[C:12]([C:19]3[CH:28]=[CH:27][CH:26]=[C:25]4[C:20]=3[CH:21]=[CH:22][CH:23]=[N:24]4)[CH:11]=2)[CH3:8])[CH:6]=[CH:5][CH:4]=[CH:3][CH:2]=1.C1([C@H](NC2C([N+]([O-])=O)=CN=C(Br)C=2)C)C=CC=CC=1.N1C2C=CC=C(B(O)O)C=2C=CC=1.[C:61](=O)([O-])[O-:62].[K+].[K+]. (8) Given the product [Cl:1][C:2]1[N:3]=[C:4]([N:20]2[CH2:21][CH2:22][O:23][CH2:24][CH2:25]2)[C:5]2[S:10][C:9]([C:11]3[CH:12]=[C:13]([C:17]([NH:26][CH2:27][C@@H:28]([OH:30])[CH3:29])=[O:18])[CH:14]=[N:15][CH:16]=3)=[CH:8][C:6]=2[N:7]=1, predict the reactants needed to synthesize it. The reactants are: [Cl:1][C:2]1[N:3]=[C:4]([N:20]2[CH2:25][CH2:24][O:23][CH2:22][CH2:21]2)[C:5]2[S:10][C:9]([C:11]3[CH:12]=[C:13]([C:17](O)=[O:18])[CH:14]=[N:15][CH:16]=3)=[CH:8][C:6]=2[N:7]=1.[NH2:26][CH2:27][C@@H:28]([OH:30])[CH3:29]. (9) Given the product [CH3:23][C:15]1[N:16]=[C:17]([NH:19][C:20]([NH2:22])=[NH:21])[S:18][C:14]=1[C:12]1[N:13]=[C:9]([NH:8][C:5]2[CH:6]=[CH:7][N:24]=[CH:3][CH:4]=2)[S:10][CH:11]=1, predict the reactants needed to synthesize it. The reactants are: NC1[CH:7]=[CH:6][C:5]([NH:8][C:9]2[S:10][CH:11]=[C:12]([C:14]3[S:18][C:17]([NH:19][C:20]([NH2:22])=[NH:21])=[N:16][C:15]=3[CH3:23])[N:13]=2)=[CH:4][CH:3]=1.[N:24]1C=CC(NC(N)=S)=CC=1. (10) Given the product [NH2:14][C:4]1[C:3]([C:2]([F:15])([F:16])[F:1])=[CH:8][C:7]([C:9]([F:12])([F:11])[F:10])=[CH:6][C:5]=1[NH:13][C:20](=[O:21])[CH2:19][S:18][CH3:17], predict the reactants needed to synthesize it. The reactants are: [F:1][C:2]([F:16])([F:15])[C:3]1[CH:8]=[C:7]([C:9]([F:12])([F:11])[F:10])[CH:6]=[C:5]([NH2:13])[C:4]=1[NH2:14].[CH3:17][S:18][CH2:19][C:20](O)=[O:21].CN(C(ON1N=NC2C=CC=NC1=2)=[N+](C)C)C.F[P-](F)(F)(F)(F)F.C(N(CC)CC)C.